This data is from Experimentally validated miRNA-target interactions with 360,000+ pairs, plus equal number of negative samples. The task is: Binary Classification. Given a miRNA mature sequence and a target amino acid sequence, predict their likelihood of interaction. (1) The miRNA is hsa-miR-6782-3p with sequence CACCUUUGUGUCCCCAUCCUGCA. The protein sequence of the target gene is MKPDETPMFDPSLLKEVDWSQNTATFSPAISPTHPGEGLVLRPLCTADLNRGFFKVLGQLTETGVVSPEQFMKSFEHMKKSGDYYVTVVEDVTLGQIVATATLIIEHKFIHSCAKRGRVEDVVVSDECRGKQLGKLLLSTLTLLSKKLNCYKITLECLPQNVGFYKKFGYTVSEENYMCRRFLK. Result: 1 (interaction). (2) The miRNA is hsa-miR-7153-5p with sequence UGAGAACUGACAAAUGUGGUAGG. The protein sequence of the target gene is MATKTAGVGRWEVVKKGRRPGVGAGAGGRGGGRNRRALGEANGVWKYDLTPAIQTTSTLYERGFENIMKRQNKEQVPPPAVEPKKPGNKKQPKKVATPPNQNQKQGRFRSLEEALKALDVADLQKELDKSQSVFSGNPSIWLKDLASYLNYKLQAPLSEPTLSQHTHDYPYSLVSRELRGIIRGLLAKAAGSLELFFDHCLFTMLQELDKTPGESLHGYRICIQAILQDKPKIATANLGKFLELLRSHQSRPAKCLTIMWALGQAGFANLTEGLKVWLGIMLPVLGIKSLSPFAITYLDR.... Result: 1 (interaction). (3) The miRNA is mmu-miR-5114 with sequence ACUGGAGACGGAAGCUGCAAGA. The protein sequence of the target gene is MTSKPHSDWIPYSVLDDEGSNLRQQKLDRQRALLEQKQKKKRQEPLMVQANADGRPRSRRARQSEEQAPLVESYLSSSGSTSYQVQEADSIASVQLGATRPPAPASAKKSKGAAASGGQGGAPRKEKKGKHKGTSGPATLAEDKSEAQGPVQILTVGQSDHDKDAGETAAGGGAQPSGQDLRATMQRKGISSSMSFDEDEDEDENSSSSSQLNSNTRPSSATSRKSIREAASAPSPAAPEPPVDIEVQDLEEFALRPAPQGITIKCRITRDKKGMDRGMYPTYFLHLDREDGKKVFLLAG.... Result: 0 (no interaction). (4) The miRNA is hsa-miR-6088 with sequence AGAGAUGAAGCGGGGGGGCG. The protein sequence of the target gene is MEGSPIPVLTVPTAPYEDQRPTGGGGLRRPTGLFEGQRNYLPNFIQSVLSSIDLRDRQGCTMVVGSDGRYFSRTATEIVVQMAAANGIGRLIIGQNGILSTPAVSCIIRKIKAAGGIILTASHCPGGPGGEFGVKFNVANGGPAPDVVSDKIYQISKTIEEYAICPDLRIDLSRLGRQEFDLENKFKPFRVEIVDPVDIYLNLLRNIFDFNAIKSLLTGPSQLKIRVDAMHGVMGPYVRKVLCDELGAPANSAINCVPLEDFGGQHPDPNLTYATTLLEAMKGGEYGFGAAFDADGDRYM.... Result: 0 (no interaction). (5) The miRNA is hsa-miR-143-3p with sequence UGAGAUGAAGCACUGUAGCUC. The protein sequence of the target gene is MADNLPTEFDVVIIGTGLPESILAAACSRSGQRVLHIDSRSYYGGNWASFSFSGLLSWLKEYQQNNDIGEESTVVWQDLIHETEEAITLRKKDETIQHTEAFCYASQDMEDNVEEIGALQKNPSLGVSNTFTEVLDSALPEESQLSYFNSDEMPAKHTQKSDTEISLEVTDVEESVEKEKYCGDKTCMHTVSDKDGDKDESKSTVEDKADEPIRNRITYSQIVKEGRRFNIDLVSKLLYSQGLLIDLLIKSDVSRYVEFKNVTRILAFREGKVEQVPCSRADVFNSKELTMVEKRMLMKF.... Result: 0 (no interaction). (6) The miRNA is hsa-miR-548b-5p with sequence AAAAGUAAUUGUGGUUUUGGCC. The protein sequence of the target gene is MAPPLLSLPLCILPPGSGSPRLVCYCERDSGGDGDRDDFNLYVTDAAELWSTCFSPDSLARLKARFGLSGAEDIHSRFRAACQQQAVTVSLQEDRALITLSGDTPALAFDLSKVPSPEAAPRLQALTLSLAEHVCNLERRLAAAEETITSPKKNTQPAGTQFLPELDHQRGSSGPGVRRRCPGESLINPGFKSKKPAAGVDFDET. Result: 0 (no interaction). (7) Result: 0 (no interaction). The miRNA is mmu-miR-669m-3p with sequence AUAUACAUCCACACAAACAUAU. The protein sequence of the target gene is MRGKTFRFEMQRDLVSFPLSPAVRVKLVSAGFQTAEELLEVKPSELSKEVGISKAEALETLQIIRRECLTNKPRYAGTSESHKKCTALELLEQEHTQGFIITFCSALDDILGGGVPLMKTTEICGAPGVGKTQLCMQLAVDVQIPECFGGVAGEAVFIDTEGSFMVDRVVDLATACIQHLQLIAEKHKGEEHRKALEDFTLDNILSHIYYFRCRDYTELLAQVYLLPDFLSEHSKVRLVIVDGIAFPFRHDLDDLSLRTRLLNGLAQQMISLANNHRLAVILTNQMTTKIDRNQALLVPA.... (8) The miRNA is hsa-miR-7158-5p with sequence GGCUCAAUCUCUGGUCCUGCAGCC. The protein sequence of the target gene is MASDLESSLTSIDWLPQLTLRATIEKLGSASQAGPPGGARKCSPGSPTDPNATLSKDEAAVHQDGKPRYSYATLITYAINSSPAKKMTLSEIYRWICDNFPYYKNAGIGWKNSIRHNLSLNKCFRKVPRPRDDPGKGSYWTIDTCPDISRKRRHPPDDDLSQDSPEQEASKSPRGGVPGSGEASLSHEGTPQMSLQSPSSVANYSQGPGSVDGGAVAAGAPGQESTEGAPPLYNTNHDFKFSYSEINFQDLSWSFRNLYKSMLERSSSSQHGFSSLLGDMPPSNNYYVYQQQQQQQPPPQ.... Result: 0 (no interaction). (9) The miRNA is hsa-miR-486-3p with sequence CGGGGCAGCUCAGUACAGGAU. The protein sequence of the target gene is MSRIEKMSILGVRSFGIEDKDKQIITFFSPLTILVGPNGAGKTTIIECLKYICTGDFPPGTKGNTFVHDPKVAQETDVRAQIRLQFRDVNGELIAVQRSMVCTQKSKKTEFKTLEGVITRTKHGEKVSLSSKCAEIDREMISSLGVSKAVLNNVIFCHQEDSNWPLSEGKALKQKFDEIFSATRYIKALETLRQVRQTQGQKVKEYQMELKYLKQYKEKACEIRDQITSKEAQLTSSKEIVKSYENELDPLKNRLKEIEHNLSKIMKLDNEIKALDSRKKQMEKDNSELEEKMEKVFQGT.... Result: 0 (no interaction).